Dataset: Catalyst prediction with 721,799 reactions and 888 catalyst types from USPTO. Task: Predict which catalyst facilitates the given reaction. (1) Reactant: [CH2:1]([O:8][C:9]1[CH:10]=[C:11]2[N:21]([C:22]([O:24][C:25]([CH3:28])([CH3:27])[CH3:26])=[O:23])[CH2:20][CH:19]([CH2:29]OS(C)(=O)=O)[C:12]2=[C:13]2[C:18]=1[N:17]=[CH:16][CH:15]=[CH:14]2)[C:2]1[CH:7]=[CH:6][CH:5]=[CH:4][CH:3]=1.[Li+].[Cl-:36]. Product: [CH2:1]([O:8][C:9]1[CH:10]=[C:11]2[N:21]([C:22]([O:24][C:25]([CH3:28])([CH3:27])[CH3:26])=[O:23])[CH2:20][CH:19]([CH2:29][Cl:36])[C:12]2=[C:13]2[C:18]=1[N:17]=[CH:16][CH:15]=[CH:14]2)[C:2]1[CH:7]=[CH:6][CH:5]=[CH:4][CH:3]=1. The catalyst class is: 3. (2) Reactant: [CH3:1][O:2][C:3]([C:5]1[S:9][C:8]2[CH:10]=[C:11]([C:14]([O:16]C(C)(C)C)=[O:15])[CH:12]=[CH:13][C:7]=2[C:6]=1[O:21][CH2:22][C:23]([O:25][CH3:26])=[O:24])=[O:4].FC(F)(F)C(O)=O. Product: [CH3:1][O:2][C:3]([C:5]1[S:9][C:8]2[CH:10]=[C:11]([C:14]([OH:16])=[O:15])[CH:12]=[CH:13][C:7]=2[C:6]=1[O:21][CH2:22][C:23]([O:25][CH3:26])=[O:24])=[O:4]. The catalyst class is: 4. (3) Reactant: [NH2:1][C:2]1[CH:3]=[C:4]([C:8]([NH:10][C@@:11]2([C:16]([O:18]CCCC)=[O:17])[CH2:15][CH2:14][O:13][CH2:12]2)=[O:9])[CH:5]=[N:6][CH:7]=1.[OH-].[Na+].Cl. Product: [NH2:1][C:2]1[CH:3]=[C:4]([C:8]([NH:10][C@@:11]2([C:16]([OH:18])=[O:17])[CH2:15][CH2:14][O:13][CH2:12]2)=[O:9])[CH:5]=[N:6][CH:7]=1. The catalyst class is: 5. (4) Reactant: C([O:5][C:6](=[O:45])[C:7]([O:10]/[N:11]=[C:12](/[C:32]1[N:33]=[C:34]([NH:37]C(OC(C)(C)C)=O)[S:35][CH:36]=1)\[C:13]([NH:15][C@@H:16]1[C:19](=[O:20])[N:18]([S:21]([OH:24])(=[O:23])=[O:22])[C@@H:17]1[CH2:25][N:26]1[C:30]([CH3:31])=[N:29][N:28]=[N:27]1)=[O:14])([CH3:9])[CH3:8])(C)(C)C.C(O)(C(F)(F)F)=O. Product: [NH2:37][C:34]1[S:35][CH:36]=[C:32](/[C:12](=[N:11]/[O:10][C:7]([CH3:9])([CH3:8])[C:6]([OH:45])=[O:5])/[C:13]([NH:15][C@@H:16]2[C:19](=[O:20])[N:18]([S:21]([OH:24])(=[O:22])=[O:23])[C@@H:17]2[CH2:25][N:26]2[C:30]([CH3:31])=[N:29][N:28]=[N:27]2)=[O:14])[N:33]=1. The catalyst class is: 2.